From a dataset of Full USPTO retrosynthesis dataset with 1.9M reactions from patents (1976-2016). Predict the reactants needed to synthesize the given product. (1) Given the product [Cl:27][C:28]1[CH:33]=[C:32]([C:2]2[CH:3]=[C:4]3[C:9](=[CH:10][CH:11]=2)[N:8]=[CH:7][C:6]([C:12](=[O:14])[CH3:13])=[C:5]3[NH:15][C@H:16]2[CH2:21][CH2:20][C@H:19]([CH2:22][CH2:23][N:24]([CH3:26])[CH3:25])[CH2:18][CH2:17]2)[CH:31]=[C:30]([F:43])[C:29]=1[OH:44], predict the reactants needed to synthesize it. The reactants are: Br[C:2]1[CH:3]=[C:4]2[C:9](=[CH:10][CH:11]=1)[N:8]=[CH:7][C:6]([C:12](=[O:14])[CH3:13])=[C:5]2[NH:15][C@H:16]1[CH2:21][CH2:20][C@H:19]([CH2:22][CH2:23][N:24]([CH3:26])[CH3:25])[CH2:18][CH2:17]1.[Cl:27][C:28]1[CH:33]=[C:32](B2OC(C)(C)C(C)(C)O2)[CH:31]=[C:30]([F:43])[C:29]=1[OH:44]. (2) Given the product [ClH:33].[NH2:18][C@H:17]1[C@H:14]2[C@@H:15]1[O:16][C:12]1[CH:11]=[CH:10][C:9]([O:8][C:6]3[CH:5]=[CH:4][N:3]=[C:2]([NH2:1])[CH:7]=3)=[CH:26][C:13]=12, predict the reactants needed to synthesize it. The reactants are: [NH2:1][C:2]1[CH:7]=[C:6]([O:8][C:9]2[CH:10]=[CH:11][C:12]3[O:16][C@@H:15]4[C@@H:17]([NH:18]C(=O)OC(C)(C)C)[C@@H:14]4[C:13]=3[CH:26]=2)[CH:5]=[CH:4][N:3]=1.CCOC(C)=O.[ClH:33]. (3) Given the product [ClH:1].[Cl:1][C:2]1[CH:3]=[C:4]([C@@H:8]([OH:39])[CH2:9][NH:10][C@H:11]([CH3:38])[CH2:12][C:13]2[CH:14]=[CH:15][C:16]([S:19]([C:22]3[CH:32]=[CH:31][C:30]([CH2:33][CH2:34][CH:35]([CH3:36])[CH3:37])=[CH:29][C:23]=3[C:24]([OH:26])=[O:25])(=[O:20])=[O:21])=[CH:17][CH:18]=2)[CH:5]=[CH:6][CH:7]=1, predict the reactants needed to synthesize it. The reactants are: [Cl:1][C:2]1[CH:3]=[C:4]([C@@H:8]([OH:39])[CH2:9][NH:10][C@H:11]([CH3:38])[CH2:12][C:13]2[CH:18]=[CH:17][C:16]([S:19]([C:22]3[CH:32]=[CH:31][C:30]([CH2:33][CH2:34][CH:35]([CH3:37])[CH3:36])=[CH:29][C:23]=3[C:24]([O:26]CC)=[O:25])(=[O:21])=[O:20])=[CH:15][CH:14]=2)[CH:5]=[CH:6][CH:7]=1.[OH-].[Na+].Cl.